From a dataset of Full USPTO retrosynthesis dataset with 1.9M reactions from patents (1976-2016). Predict the reactants needed to synthesize the given product. Given the product [CH3:15][C:12]1([CH3:14])[C:11]([CH3:16])([CH3:17])[O:10][B:9]([C:20]2[CH:21]=[C:22]([CH:30]=[CH:31][CH:32]=2)[CH2:23][NH:24][C:25]([CH:27]2[CH2:28][CH2:29]2)=[O:26])[O:13]1, predict the reactants needed to synthesize it. The reactants are: [CH3:16][C:11]1([CH3:17])[C:12]([CH3:15])([CH3:14])[O:13][B:9]([B:9]2[O:13][C:12]([CH3:15])([CH3:14])[C:11]([CH3:17])([CH3:16])[O:10]2)[O:10]1.Br[C:20]1[CH:21]=[C:22]([CH:30]=[CH:31][CH:32]=1)[CH2:23][NH:24][C:25]([CH:27]1[CH2:29][CH2:28]1)=[O:26].C([O-])(=O)C.[K+].